From a dataset of Catalyst prediction with 721,799 reactions and 888 catalyst types from USPTO. Predict which catalyst facilitates the given reaction. (1) Reactant: [CH3:1][O:2][CH2:3][C@@H:4]([NH2:6])[CH3:5].[NH2:7][C:8]1[CH:15]=[C:14](F)[C:11]([C:12]#[N:13])=[CH:10][N:9]=1.C(N(C(C)C)CC)(C)C. Product: [NH2:7][C:8]1[CH:15]=[C:14]([NH:6][C@@H:4]([CH3:5])[CH2:3][O:2][CH3:1])[C:11]([C:12]#[N:13])=[CH:10][N:9]=1. The catalyst class is: 44. (2) Reactant: [NH2:1][C:2]1[C:11]([C:12]([NH:14][C:15]2[CH:24]=[N:23][CH:22]=[C:21]3[C:16]=2[CH2:17][CH2:18][N:19]([C:25](OC(C)(C)C)=O)[CH2:20]3)=[O:13])=[C:5]2[N:6]=[CH:7][C:8]([F:10])=[CH:9][N:4]2[N:3]=1.C(O)(=O)C.C=O.[BH-](OC(C)=O)(OC(C)=O)OC(C)=O.[Na+]. Product: [NH2:1][C:2]1[C:11]([C:12]([NH:14][C:15]2[C:16]3[CH2:17][CH2:18][N:19]([CH3:25])[CH2:20][C:21]=3[CH:22]=[N:23][CH:24]=2)=[O:13])=[C:5]2[N:6]=[CH:7][C:8]([F:10])=[CH:9][N:4]2[N:3]=1. The catalyst class is: 5. (3) Reactant: [CH:1]1([O:5][C:6]2[C:15]([C:16]3[CH:20]=[N:19][N:18]4[CH2:21][CH2:22][N:23](C(OC(C)(C)C)=O)[C:17]=34)=[CH:14][CH:13]=[C:12]3[C:7]=2[CH2:8][CH2:9][C@H:10]([CH3:36])[N:11]3[C:31]([CH:33]2[CH2:35][CH2:34]2)=[O:32])[CH2:4][CH2:3][CH2:2]1.FC(F)(F)C(O)=O. Product: [CH:1]1([O:5][C:6]2[C:15]([C:16]3[CH:20]=[N:19][N:18]4[CH2:21][CH2:22][NH:23][C:17]=34)=[CH:14][CH:13]=[C:12]3[C:7]=2[CH2:8][CH2:9][C@H:10]([CH3:36])[N:11]3[C:31]([CH:33]2[CH2:34][CH2:35]2)=[O:32])[CH2:4][CH2:3][CH2:2]1. The catalyst class is: 4. (4) Reactant: [CH:1]1([S:4]([C:7]2[CH:12]=[CH:11][C:10]([CH:13]([CH2:18][CH:19]3[CH2:24][CH2:23][O:22][CH2:21][CH2:20]3)[C:14](=[O:17])[CH:15]=[CH2:16])=[CH:9][CH:8]=2)(=[O:6])=[O:5])[CH2:3][CH2:2]1.[CH:25]([C:27]1[N:28]=[CH:29][N:30]([CH2:32][C:33]([O:35][CH2:36][CH3:37])=[O:34])[CH:31]=1)=[O:26].C(N(CC)CC)C.O1CCCC1. Product: [CH:1]1([S:4]([C:7]2[CH:8]=[CH:9][C:10]([CH:13]([CH2:18][CH:19]3[CH2:24][CH2:23][O:22][CH2:21][CH2:20]3)[C:14](=[O:17])[CH2:15][CH2:16][C:25]([C:27]3[N:28]=[CH:29][N:30]([CH2:32][C:33]([O:35][CH2:36][CH3:37])=[O:34])[CH:31]=3)=[O:26])=[CH:11][CH:12]=2)(=[O:6])=[O:5])[CH2:3][CH2:2]1. The catalyst class is: 433.